From a dataset of Reaction yield outcomes from USPTO patents with 853,638 reactions. Predict the reaction yield, written as a fraction of the theoretical maximum amount of product (1.0 means a 100% yield; for example, 0.34 means a 34% yield). (1) The reactants are [CH2:1]([O:3][C:4]([N:6]1[CH2:11][CH2:10][CH:9]([NH:12][C:13]2[CH:18]=[CH:17][C:16]([CH3:19])=[CH:15][C:14]=2[NH2:20])[CH:8]([O:21][CH3:22])[CH2:7]1)=[O:5])[CH3:2].C([O-])(O)=O.[Na+]. The catalyst is C(O)(=O)C(C)C.C(Cl)Cl. The product is [CH2:1]([O:3][C:4]([N:6]1[CH2:11][CH2:10][CH:9]([N:12]2[C:13]3[CH:18]=[CH:17][C:16]([CH3:19])=[CH:15][C:14]=3[N:20]=[C:15]2[CH:16]([CH3:19])[CH3:17])[CH:8]([O:21][CH3:22])[CH2:7]1)=[O:5])[CH3:2]. The yield is 0.560. (2) The reactants are [CH3:1][O:2][C:3]1[CH:4]=[CH:5][C:6]([CH2:21][CH:22]2[S:26][C:25](=[O:27])[NH:24][C:23]2=[O:28])=[C:7]2[C:12]=1[N:11]([CH2:13][CH:14]1[CH2:19][CH2:18][NH:17][CH2:16][CH2:15]1)[C:10](=[O:20])[CH2:9][CH2:8]2.CN(C=O)C.[CH3:34][C:35]1[CH:42]=[CH:41][CH:40]=[CH:39][C:36]=1[CH:37]=O.C(N(C(C)C)CC)(C)C. The catalyst is C(O)(=O)C. The product is [CH3:1][O:2][C:3]1[CH:4]=[CH:5][C:6]([CH2:21][CH:22]2[S:26][C:25](=[O:27])[NH:24][C:23]2=[O:28])=[C:7]2[C:12]=1[N:11]([CH2:13][CH:14]1[CH2:15][CH2:16][N:17]([CH2:34][C:35]3[CH:42]=[CH:41][CH:40]=[CH:39][C:36]=3[CH3:37])[CH2:18][CH2:19]1)[C:10](=[O:20])[CH2:9][CH2:8]2. The yield is 0.505. (3) The reactants are [F:1][C:2]1[CH:7]=[C:6]([C:8]2[C:9]3[C:10]4[CH:24]=[CH:23][S:22][C:11]=4[C:12](=[O:21])[NH:13][C:14]=3[C:15]([CH3:20])=[CH:16][C:17]=2[O:18][CH3:19])[CH:5]=[CH:4][C:3]=1[C@H:25]([CH3:35])[CH2:26][NH:27]C(=O)OC(C)(C)C.[ClH:36]. No catalyst specified. The product is [ClH:36].[NH2:27][CH2:26][C@H:25]([C:3]1[CH:4]=[CH:5][C:6]([C:8]2[C:9]3[C:10]4[CH:24]=[CH:23][S:22][C:11]=4[C:12](=[O:21])[NH:13][C:14]=3[C:15]([CH3:20])=[CH:16][C:17]=2[O:18][CH3:19])=[CH:7][C:2]=1[F:1])[CH3:35]. The yield is 0.740. (4) The product is [C:19]([OH:29])(=[O:28])[CH:20]([C:22]1[CH:27]=[CH:26][CH:25]=[CH:24][CH:23]=1)[OH:21].[CH3:1][O:2][N:3]([CH3:18])[C:4]1[N:5]=[C:6]([NH:14][CH2:15][CH2:16][CH3:17])[N:7]=[C:8]([NH:10][CH2:11][C:12]#[CH:13])[N:9]=1. The yield is 0.660. The catalyst is COC(C)(C)C. The reactants are [CH3:1][O:2][N:3]([CH3:18])[C:4]1[N:9]=[C:8]([NH:10][CH2:11][CH2:12][CH3:13])[N:7]=[C:6]([NH:14][CH2:15][C:16]#[CH:17])[N:5]=1.[C:19]([OH:29])(=[O:28])[CH:20]([C:22]1[CH:27]=[CH:26][CH:25]=[CH:24][CH:23]=1)[OH:21].